The task is: Predict the reactants needed to synthesize the given product.. This data is from Full USPTO retrosynthesis dataset with 1.9M reactions from patents (1976-2016). Given the product [CH3:13][O:14][C:15]([C:17]1([F:39])[CH2:21][CH2:20][N:19]([C:22]([O:24][C:25]([CH3:28])([CH3:27])[CH3:26])=[O:23])[CH2:18]1)=[O:16], predict the reactants needed to synthesize it. The reactants are: C([Li])CCC.C(NC(C)C)(C)C.[CH3:13][O:14][C:15]([CH:17]1[CH2:21][CH2:20][N:19]([C:22]([O:24][C:25]([CH3:28])([CH3:27])[CH3:26])=[O:23])[CH2:18]1)=[O:16].C1C=CC(S(N(S(C2C=CC=CC=2)(=O)=O)[F:39])(=O)=O)=CC=1.